From a dataset of Full USPTO retrosynthesis dataset with 1.9M reactions from patents (1976-2016). Predict the reactants needed to synthesize the given product. (1) Given the product [F:27][C:2]([F:1])([F:28])[C:3]1[CH:4]=[C:5]([S:9]([CH2:12][C@@H:13]2[CH2:18][CH2:17][C@H:16]([NH2:19])[CH2:15][CH2:14]2)(=[O:10])=[O:11])[CH:6]=[CH:7][CH:8]=1, predict the reactants needed to synthesize it. The reactants are: [F:1][C:2]([F:28])([F:27])[C:3]1[CH:4]=[C:5]([S:9]([CH2:12][C@@H:13]2[CH2:18][CH2:17][C@H:16]([NH:19]C(=O)OC(C)(C)C)[CH2:15][CH2:14]2)(=[O:11])=[O:10])[CH:6]=[CH:7][CH:8]=1. (2) The reactants are: [CH2:1]([OH:4])[CH2:2][OH:3].C(OC)(OC)OC.C1(C)C=CC(S(O)(=O)=O)=CC=1.[CH3:23][O:24][C:25]1[CH:26]=[C:27]([CH:30]=[C:31]([O:33][CH3:34])[CH:32]=1)[CH:28]=O. Given the product [CH3:34][O:33][C:31]1[CH:30]=[C:27]([CH:28]2[O:4][CH2:1][CH2:2][O:3]2)[CH:26]=[C:25]([O:24][CH3:23])[CH:32]=1, predict the reactants needed to synthesize it.